Task: Predict the reactants needed to synthesize the given product.. Dataset: Full USPTO retrosynthesis dataset with 1.9M reactions from patents (1976-2016) Given the product [CH2:55]([N:36]1[C:37]2[C:42](=[CH:41][C:40]([F:54])=[CH:39][CH:38]=2)[N:43]([S:44]([C:47]2[CH:52]=[CH:51][C:50]([OH:53])=[CH:49][CH:48]=2)(=[O:46])=[O:45])[C@@H:34]([CH3:32])[C:35]1=[O:58])[CH3:56], predict the reactants needed to synthesize it. The reactants are: C(=O)(OC1C=CC(S(N2C3C(=CC=C(F)C=3)NC(=O)[C@@H]2C)(=O)=O)=CC=1)OCC.ICC.[CH2:32]([C@@H:34]1[N:43]([S:44]([C:47]2[CH:52]=[CH:51][C:50]([OH:53])=[CH:49][CH:48]=2)(=[O:46])=[O:45])[C:42]2[C:37](=[CH:38][CH:39]=[C:40]([F:54])[CH:41]=2)[N:36]([CH2:55][CH2:56]C)[C:35]1=[O:58])C.